Task: Predict the reaction yield, written as a fraction of the theoretical maximum amount of product (1.0 means a 100% yield; for example, 0.34 means a 34% yield).. Dataset: Reaction yield outcomes from USPTO patents with 853,638 reactions (1) The reactants are Cl[C:2]1[C:11]2[C:6](=[CH:7][CH:8]=[CH:9][C:10]=2[CH3:12])[N:5]=[C:4]([CH3:13])[C:3]=1[C:14]([O:16][CH2:17][CH3:18])=[O:15].[CH3:19][O:20][C:21]1[CH:26]=[CH:25][C:24]([CH2:27][NH2:28])=[CH:23][CH:22]=1. The catalyst is C1(C)C=CC=CC=1.CN(C=O)C. The product is [CH3:19][O:20][C:21]1[CH:26]=[CH:25][C:24]([CH2:27][NH:28][C:2]2[C:11]3[C:6](=[CH:7][CH:8]=[CH:9][C:10]=3[CH3:12])[N:5]=[C:4]([CH3:13])[C:3]=2[C:14]([O:16][CH2:17][CH3:18])=[O:15])=[CH:23][CH:22]=1. The yield is 0.790. (2) The reactants are ClC1C=C(C=CC=1)C(OO)=[O:6].[C:12]([NH:15][CH2:16][C@@H:17]1[O:21][C:20](=[O:22])[N:19]([C:23]2[CH:28]=[CH:27][C:26]([S:29]([CH3:31])=[O:30])=[C:25]([F:32])[CH:24]=2)[CH2:18]1)(=[O:14])[CH3:13]. The catalyst is C(Cl)Cl. The product is [C:12]([NH:15][CH2:16][C@@H:17]1[O:21][C:20](=[O:22])[N:19]([C:23]2[CH:28]=[CH:27][C:26]([S:29]([CH3:31])(=[O:6])=[O:30])=[C:25]([F:32])[CH:24]=2)[CH2:18]1)(=[O:14])[CH3:13]. The yield is 0.920. (3) The reactants are [OH:1][CH:2]([C:8]1[C:17]2[C:12](=[CH:13][CH:14]=[CH:15][CH:16]=2)[CH:11]=[CH:10][C:9]=1[O:18][CH2:19][C:20]1[CH:25]=[CH:24][CH:23]=[CH:22][CH:21]=1)[C:3]([O:5][CH2:6][CH3:7])=[O:4].Cl(O)(=O)(=O)=O.C(=O)(O)[O-].[Na+].O. The catalyst is C(OC(C)(C)C)(=O)C. The product is [CH2:19]([O:18][C:9]1[CH:10]=[CH:11][C:12]2[C:17](=[CH:16][CH:15]=[CH:14][CH:13]=2)[C:8]=1[CH:2]([O:1][C:8]([CH3:17])([CH3:9])[CH3:2])[C:3]([O:5][CH2:6][CH3:7])=[O:4])[C:20]1[CH:21]=[CH:22][CH:23]=[CH:24][CH:25]=1. The yield is 0.480. (4) The reactants are [Cl:1][C:2]1[CH:7]=[C:6]([Cl:8])[CH:5]=[CH:4][C:3]=1[C:9]1[N:10]=[C:11](/[CH:14]=[CH:15]/[C:16]2[CH:21]=[CH:20][C:19]([C:22]3[CH:27]=[CH:26][C:25]([O:28][CH3:29])=[CH:24][CH:23]=3)=[CH:18][CH:17]=2)[NH:12][CH:13]=1.[CH2:30](Br)[C:31]1[CH:36]=[CH:35][CH:34]=[CH:33][CH:32]=1. No catalyst specified. The product is [CH2:30]([N:12]1[CH:13]=[C:9]([C:3]2[CH:4]=[CH:5][C:6]([Cl:8])=[CH:7][C:2]=2[Cl:1])[N:10]=[C:11]1/[CH:14]=[CH:15]/[C:16]1[CH:21]=[CH:20][C:19]([C:22]2[CH:23]=[CH:24][C:25]([O:28][CH3:29])=[CH:26][CH:27]=2)=[CH:18][CH:17]=1)[C:31]1[CH:36]=[CH:35][CH:34]=[CH:33][CH:32]=1. The yield is 0.630. (5) The reactants are [NH2:1][C:2]1[CH:6]=[C:5]([C:7]2[CH:12]=[CH:11][N:10]=[CH:9][CH:8]=2)[S:4][C:3]=1[C:13]([NH2:15])=[O:14].[C:16]([O:22][CH3:23])(=[O:21])[CH2:17][C:18]([CH3:20])=O. The catalyst is CO.Cl. The product is [CH3:20][C:18]1([CH2:17][C:16]([O:22][CH3:23])=[O:21])[NH:1][C:2]2[CH:6]=[C:5]([C:7]3[CH:8]=[CH:9][N:10]=[CH:11][CH:12]=3)[S:4][C:3]=2[C:13](=[O:14])[NH:15]1. The yield is 0.470.